From a dataset of CYP2D6 inhibition data for predicting drug metabolism from PubChem BioAssay. Regression/Classification. Given a drug SMILES string, predict its absorption, distribution, metabolism, or excretion properties. Task type varies by dataset: regression for continuous measurements (e.g., permeability, clearance, half-life) or binary classification for categorical outcomes (e.g., BBB penetration, CYP inhibition). Dataset: cyp2d6_veith. The molecule is O=C1CC2(CCCC2)CC(=O)N1CCCCN1CCN(c2ncccn2)CC1. The result is 0 (non-inhibitor).